Task: Predict the reactants needed to synthesize the given product.. Dataset: Full USPTO retrosynthesis dataset with 1.9M reactions from patents (1976-2016) (1) The reactants are: [CH2:1]([CH:8]1[CH2:12][CH2:11][N:10]([S:13]([C:16](=[CH:19]OCC)[C:17]#[N:18])(=O)=[O:14])[CH2:9]1)[C:2]1[CH:7]=[CH:6][CH:5]=[CH:4][CH:3]=1.[OH2:23].[NH2:24][NH2:25]. Given the product [CH2:1]([CH:8]1[CH2:12][CH2:11][N:10]([S:13]([C:16]2[CH:19]=[N:25][NH:24][C:17]=2[NH2:18])(=[O:14])=[O:23])[CH2:9]1)[C:2]1[CH:7]=[CH:6][CH:5]=[CH:4][CH:3]=1, predict the reactants needed to synthesize it. (2) The reactants are: B(O)(O)[C@H]1N(C([C@@H](N)C(C)C)=O)CCC1.CS(O)(=O)=O.[NH:21]1[CH2:28][CH2:27][CH2:26][C@H:22]1[C:23]([NH2:25])=O.C(N(CC)CC)C.[Cl:36][CH2:37][C:38](Cl)=[O:39]. Given the product [Cl:36][CH2:37][C:38]([N:21]1[CH2:28][CH2:27][CH2:26][C@H:22]1[C:23]#[N:25])=[O:39], predict the reactants needed to synthesize it. (3) Given the product [N:46]1([CH:52]2[CH2:57][CH2:56][N:55]([CH2:27][CH2:28][S:29]([N:23]3[CH2:24][CH2:25][CH:20]([C:11]4[C:10]5[C:14](=[C:15]([C:17]([NH2:19])=[O:18])[CH:16]=[C:8]([C:4]6[CH:5]=[CH:6][CH:7]=[C:2]([F:1])[CH:3]=6)[CH:9]=5)[NH:13][N:12]=4)[CH2:21][CH2:22]3)(=[O:31])=[O:30])[CH2:54][CH2:53]2)[CH2:51][CH2:50][CH2:49][CH2:48][CH2:47]1, predict the reactants needed to synthesize it. The reactants are: [F:1][C:2]1[CH:3]=[C:4]([C:8]2[CH:9]=[C:10]3[C:14](=[C:15]([C:17]([NH2:19])=[O:18])[CH:16]=2)[NH:13][N:12]=[C:11]3[CH:20]2[CH2:25][CH2:24][NH:23][CH2:22][CH2:21]2)[CH:5]=[CH:6][CH:7]=1.Cl[CH2:27][CH2:28][S:29](Cl)(=[O:31])=[O:30].C(N(CC)CC)C.C([O-])([O-])=O.[K+].[K+].[N:46]1([CH:52]2[CH2:57][CH2:56][NH:55][CH2:54][CH2:53]2)[CH2:51][CH2:50][CH2:49][CH2:48][CH2:47]1. (4) Given the product [CH3:15][C:14]1[NH:10][C:4]2[C:3]([CH:13]=1)=[C:2]([F:1])[C:7]([O:8][CH3:9])=[CH:6][CH:5]=2, predict the reactants needed to synthesize it. The reactants are: [F:1][C:2]1[C:7]([O:8][CH3:9])=[CH:6][CH:5]=[C:4]([N+:10]([O-])=O)[C:3]=1[CH2:13][C:14](=O)[CH3:15].